This data is from Full USPTO retrosynthesis dataset with 1.9M reactions from patents (1976-2016). The task is: Predict the reactants needed to synthesize the given product. (1) Given the product [Br:8][CH2:35][C:32]1[CH:33]=[CH:34][C:29]([C:27](=[O:28])[CH2:26][CH:21]2[CH2:25][CH2:24][CH2:23][CH2:22]2)=[CH:30][CH:31]=1, predict the reactants needed to synthesize it. The reactants are: C1C(=O)N([Br:8])C(=O)C1.CC(N=NC(C#N)(C)C)(C#N)C.[CH:21]1([CH2:26][C:27]([C:29]2[CH:34]=[CH:33][C:32]([CH3:35])=[CH:31][CH:30]=2)=[O:28])[CH2:25][CH2:24][CH2:23][CH2:22]1. (2) Given the product [C:1]1([CH:7]([C:11]2[CH:16]=[CH:15][CH:14]=[CH:13][CH:12]=2)[C:8]([O:10][CH2:22][CH3:23])=[O:9])[CH:2]=[CH:3][CH:4]=[CH:5][CH:6]=1, predict the reactants needed to synthesize it. The reactants are: [C:1]1([CH:7]([C:11]2[CH:16]=[CH:15][CH:14]=[CH:13][CH:12]=2)[C:8]([OH:10])=[O:9])[CH:6]=[CH:5][CH:4]=[CH:3][CH:2]=1.S(=O)(=O)(O)O.[CH2:22](O)[CH3:23]. (3) Given the product [Cl:1][C:2]1[C:3]([C:24]2[CH:29]=[C:28]([Cl:30])[CH:27]=[CH:26][C:25]=2[C:31]#[N:32])=[CH:4][C:5](=[O:23])[N:6]([CH:8]([CH2:16][C@@H:17]2[CH2:22][CH2:21][CH2:20][CH2:19][O:18]2)[C:9]([OH:11])=[O:10])[CH:7]=1, predict the reactants needed to synthesize it. The reactants are: [Cl:1][C:2]1[C:3]([C:24]2[CH:29]=[C:28]([Cl:30])[CH:27]=[CH:26][C:25]=2[C:31]#[N:32])=[CH:4][C:5](=[O:23])[N:6]([CH:8]([CH2:16][C@@H:17]2[CH2:22][CH2:21][CH2:20][CH2:19][O:18]2)[C:9]([O:11]C(C)(C)C)=[O:10])[CH:7]=1.C(O)(C(F)(F)F)=O. (4) Given the product [Cl:1][C:2]1[C:3]([NH:10][CH2:11][C:12]2[CH:13]=[CH:14][C:15]([O:18][C:26]3[CH:27]=[CH:28][C:29]4[N:30]([C:32]([N+:35]([O-:37])=[O:36])=[CH:33][N:34]=4)[N:31]=3)=[CH:16][N:17]=2)=[N:4][C:5]([CH3:9])=[N:6][C:7]=1[CH3:8], predict the reactants needed to synthesize it. The reactants are: [Cl:1][C:2]1[C:3]([NH:10][CH2:11][C:12]2[N:17]=[CH:16][C:15]([OH:18])=[CH:14][CH:13]=2)=[N:4][C:5]([CH3:9])=[N:6][C:7]=1[CH3:8].C(=O)([O-])[O-].[K+].[K+].Cl[C:26]1[CH:27]=[CH:28][C:29]2[N:30]([C:32]([N+:35]([O-:37])=[O:36])=[CH:33][N:34]=2)[N:31]=1.O.